The task is: Predict the reaction yield, written as a fraction of the theoretical maximum amount of product (1.0 means a 100% yield; for example, 0.34 means a 34% yield).. This data is from Reaction yield outcomes from USPTO patents with 853,638 reactions. The reactants are [N+:1]([C:4]1[CH:5]=[C:6]2[CH:12]=[CH:11][N:10](S(C3C=CC=CC=3)(=O)=O)[C:7]2=[N:8][CH:9]=1)([O-:3])=[O:2].CO.[OH-].[Na+]. The catalyst is ClCCl. The product is [N+:1]([C:4]1[CH:5]=[C:6]2[CH:12]=[CH:11][NH:10][C:7]2=[N:8][CH:9]=1)([O-:3])=[O:2]. The yield is 0.850.